This data is from Full USPTO retrosynthesis dataset with 1.9M reactions from patents (1976-2016). The task is: Predict the reactants needed to synthesize the given product. (1) Given the product [Br:7][C:5]1[S:4][C:3]2[C:8](=[O:9])[NH:10][C:19]([CH2:12][CH2:11][N:13]3[CH2:16][CH2:17][CH2:15][CH2:14]3)=[N:1][C:2]=2[CH:6]=1, predict the reactants needed to synthesize it. The reactants are: [NH2:1][C:2]1[CH:6]=[C:5]([Br:7])[S:4][C:3]=1[C:8]([NH2:10])=[O:9].[CH2:11]([N:13]([CH2:16][CH3:17])[CH2:14][CH3:15])[CH3:12].Cl[CH2:19]CC(Cl)=O.N1CCCC1. (2) Given the product [C:7]([Si:10]([CH3:12])([CH3:11])[O:14][CH2:5][CH2:4][NH2:3])([CH3:9])([CH3:8])[CH3:6], predict the reactants needed to synthesize it. The reactants are: N1[CH:5]=[CH:4][N:3]=C1.[CH3:6][C:7]([Si:10](Cl)([CH3:12])[CH3:11])([CH3:9])[CH3:8].[OH2:14].